From a dataset of Catalyst prediction with 721,799 reactions and 888 catalyst types from USPTO. Predict which catalyst facilitates the given reaction. (1) Reactant: Cl.[C:2]([C:4]1[CH:9]=[CH:8][C:7]([O:10][CH:11]2[CH2:16][CH2:15][NH:14][CH2:13][CH2:12]2)=[CH:6][CH:5]=1)#[N:3].C(N(C(C)C)CC)(C)C.[Cl:26][C:27]1[CH:32]=[C:31]([Cl:33])[CH:30]=[CH:29][C:28]=1[CH2:34][N:35]=[C:36]=[O:37]. Product: [Cl:26][C:27]1[CH:32]=[C:31]([Cl:33])[CH:30]=[CH:29][C:28]=1[CH2:34][NH:35][C:36]([N:14]1[CH2:15][CH2:16][CH:11]([O:10][C:7]2[CH:6]=[CH:5][C:4]([C:2]#[N:3])=[CH:9][CH:8]=2)[CH2:12][CH2:13]1)=[O:37]. The catalyst class is: 4. (2) The catalyst class is: 10. Product: [I-:30].[O:11]=[C:4]1[C:5]2[C:10](=[CH:9][CH:8]=[CH:7][CH:6]=2)[C:2](=[O:1])[N:3]1[CH2:12][CH2:13][N:14]([C:22]1[CH:23]=[CH:24][C:25]([F:28])=[CH:26][CH:27]=1)[C:15]([N:17]1[CH:21]=[CH:20][N+:19]([CH3:29])=[CH:18]1)=[O:16]. Reactant: [O:1]=[C:2]1[C:10]2[C:5](=[CH:6][CH:7]=[CH:8][CH:9]=2)[C:4](=[O:11])[N:3]1[CH2:12][CH2:13][N:14]([C:22]1[CH:27]=[CH:26][C:25]([F:28])=[CH:24][CH:23]=1)[C:15]([N:17]1[CH:21]=[CH:20][N:19]=[CH:18]1)=[O:16].[CH3:29][I:30]. (3) Reactant: [Br:1][C:2]1[C:7]2[O:8][CH2:9][C:10](=[O:12])[NH:11][C:6]=2[CH:5]=[C:4]([C:13]([O:15]CC)=[O:14])[CH:3]=1.[OH-].[Na+].Cl. Product: [Br:1][C:2]1[C:7]2[O:8][CH2:9][C:10](=[O:12])[NH:11][C:6]=2[CH:5]=[C:4]([C:13]([OH:15])=[O:14])[CH:3]=1. The catalyst class is: 24. (4) Reactant: C(O[CH:4]=[C:5]([C:11](=[O:18])[NH:12][C:13]([O:15]CC)=O)[C:6]([O:8][CH2:9][CH3:10])=[O:7])C.[NH2:19][C:20]1[CH:28]=[C:27]2[C:23]([C:24]([CH3:32])([CH3:31])[C:25](=[O:30])[N:26]2[CH3:29])=[CH:22][CH:21]=1.CC(C)([O-])C.[K+].Cl. Product: [O:15]=[C:13]1[NH:12][C:11](=[O:18])[C:5]([C:6]([O:8][CH2:9][CH3:10])=[O:7])=[CH:4][N:19]1[C:20]1[CH:28]=[C:27]2[C:23]([C:24]([CH3:32])([CH3:31])[C:25](=[O:30])[N:26]2[CH3:29])=[CH:22][CH:21]=1. The catalyst class is: 40. (5) Reactant: [F:1][C:2]1[CH:7]=[C:6]([N+:8]([O-])=O)[CH:5]=[CH:4][C:3]=1[N:11]1[CH2:16][CH2:15][N:14]([CH3:17])[CH2:13][CH2:12]1. Product: [F:1][C:2]1[CH:7]=[C:6]([NH2:8])[CH:5]=[CH:4][C:3]=1[N:11]1[CH2:12][CH2:13][N:14]([CH3:17])[CH2:15][CH2:16]1. The catalyst class is: 604. (6) Reactant: C(OC(=O)[NH:7][C:8]1[CH:13]=[C:12]([Cl:14])[C:11]([C:15]([F:18])([F:17])[F:16])=[CH:10][C:9]=1[NH:19][C:20](=[O:38])[CH2:21][C:22]([C:24]1[CH:29]=[CH:28][CH:27]=[C:26]([C:30]2[C:35]([CH3:36])=[CH:34][N:33]=[C:32]([CH3:37])[CH:31]=2)[CH:25]=1)=O)(C)(C)C.C(O)(C(F)(F)F)=O. Product: [Cl:14][C:12]1[C:11]([C:15]([F:17])([F:18])[F:16])=[CH:10][C:9]2[NH:19][C:20](=[O:38])[CH2:21][C:22]([C:24]3[CH:29]=[CH:28][CH:27]=[C:26]([C:30]4[C:35]([CH3:36])=[CH:34][N:33]=[C:32]([CH3:37])[CH:31]=4)[CH:25]=3)=[N:7][C:8]=2[CH:13]=1. The catalyst class is: 2. (7) Reactant: C(OC([N:8]1[CH2:13][CH2:12][N:11]([C:14]2[C:33]([C:34](=[O:45])[NH:35][C:36]3[CH:44]=[C:43]4[C:39]([CH:40]=[N:41][NH:42]4)=[CH:38][CH:37]=3)=[CH:32][C:17]3[N:18]=[C:19]([NH:21][C:22]4[N:23]([CH:27]5[CH2:31][CH2:30][CH2:29][CH2:28]5)[CH:24]=[CH:25][N:26]=4)[NH:20][C:16]=3[CH:15]=2)[CH2:10][CH2:9]1)=O)(C)(C)C.Cl. Product: [NH:42]1[C:43]2[C:39](=[CH:38][CH:37]=[C:36]([NH:35][C:34]([C:33]3[C:14]([N:11]4[CH2:12][CH2:13][NH:8][CH2:9][CH2:10]4)=[CH:15][C:16]4[NH:20][C:19]([NH:21][C:22]5[N:23]([CH:27]6[CH2:28][CH2:29][CH2:30][CH2:31]6)[CH:24]=[CH:25][N:26]=5)=[N:18][C:17]=4[CH:32]=3)=[O:45])[CH:44]=2)[CH:40]=[N:41]1. The catalyst class is: 12.